This data is from Reaction yield outcomes from USPTO patents with 853,638 reactions. The task is: Predict the reaction yield, written as a fraction of the theoretical maximum amount of product (1.0 means a 100% yield; for example, 0.34 means a 34% yield). The yield is 0.320. The product is [CH:1]1([CH2:4][CH2:5][NH:6][S:7]([C:10]2[CH:11]=[N:12][C:13]([N:30]3[CH2:31][CH2:32][N:27]([C:25](=[O:26])[C:23]4[CH:24]=[C:19]([F:18])[CH:20]=[CH:21][C:22]=4[C:33]([F:36])([F:35])[F:34])[CH2:28][CH2:29]3)=[C:14]([Br:16])[CH:15]=2)(=[O:9])=[O:8])[CH2:3][CH2:2]1. The catalyst is O1CCOCC1.[Br-].C([N+](CCCC)(CCCC)CCCC)CCC. The reactants are [CH:1]1([CH2:4][CH2:5][NH:6][S:7]([C:10]2[CH:11]=[N:12][C:13](Cl)=[C:14]([Br:16])[CH:15]=2)(=[O:9])=[O:8])[CH2:3][CH2:2]1.[F:18][C:19]1[CH:20]=[CH:21][C:22]([C:33]([F:36])([F:35])[F:34])=[C:23]([C:25]([N:27]2[CH2:32][CH2:31][NH:30][CH2:29][CH2:28]2)=[O:26])[CH:24]=1.C(=O)([O-])[O-].[K+].[K+].